The task is: Predict the reactants needed to synthesize the given product.. This data is from Full USPTO retrosynthesis dataset with 1.9M reactions from patents (1976-2016). Given the product [NH2:22][C:4]1[N:3]=[C:2]([F:1])[N:10]=[C:9]2[C:5]=1[N:6]=[C:7]([CH2:11][C:12]1[C:20]([I:21])=[CH:19][C:15]3[O:16][CH2:17][O:18][C:14]=3[CH:13]=1)[N:8]2[CH2:40][CH2:39][CH2:38][CH2:37][CH2:36][CH2:35][CH2:34][OH:33], predict the reactants needed to synthesize it. The reactants are: [F:1][C:2]1[N:10]=[C:9]2[C:5]([N:6]=[C:7]([CH2:11][C:12]3[C:20]([I:21])=[CH:19][C:15]4[O:16][CH2:17][O:18][C:14]=4[CH:13]=3)[NH:8]2)=[C:4]([NH2:22])[N:3]=1.S([O:33][CH2:34][CH2:35][CH2:36][CH2:37][CH2:38][CH2:39][CH2:40]O)(C1C=CC(C)=CC=1)(=O)=O.C([O-])([O-])=O.[Cs+].[Cs+].